This data is from Full USPTO retrosynthesis dataset with 1.9M reactions from patents (1976-2016). The task is: Predict the reactants needed to synthesize the given product. Given the product [Cl:13][C:4]1[C:3]([CH2:2][C:14]#[N:15])=[CH:12][CH:11]=[CH:10][C:5]=1[C:6]([O:8][CH3:9])=[O:7], predict the reactants needed to synthesize it. The reactants are: Br[CH2:2][C:3]1[C:4]([Cl:13])=[C:5]([CH:10]=[CH:11][CH:12]=1)[C:6]([O:8][CH3:9])=[O:7].[C-:14]#[N:15].[Na+].